This data is from Forward reaction prediction with 1.9M reactions from USPTO patents (1976-2016). The task is: Predict the product of the given reaction. (1) Given the reactants [F:1][C:2]1[CH:7]=[CH:6][C:5]([C:8]2[S:12][C:11]([CH3:13])=[N:10][C:9]=2[C:14]([OH:16])=O)=[CH:4][CH:3]=1.[Br:17][C:18]1[CH:19]=[N:20][C:21]([NH:24][CH2:25][CH2:26][NH:27][CH3:28])=[N:22][CH:23]=1, predict the reaction product. The product is: [Br:17][C:18]1[CH:23]=[N:22][C:21]([NH:24][CH2:25][CH2:26][N:27]([CH3:28])[C:14]([C:9]2[N:10]=[C:11]([CH3:13])[S:12][C:8]=2[C:5]2[CH:4]=[CH:3][C:2]([F:1])=[CH:7][CH:6]=2)=[O:16])=[N:20][CH:19]=1. (2) The product is: [F:1][C:2]1[CH:14]=[CH:13][C:5]([C:6]([O:8][C:9]([CH3:10])([CH3:11])[CH3:12])=[O:7])=[CH:4][C:3]=1[CH2:15][NH:32][CH2:31][CH2:30][C:27]1[CH:28]=[CH:29][CH:24]=[CH:25][CH:26]=1. Given the reactants [F:1][C:2]1[CH:14]=[CH:13][C:5]([C:6]([O:8][C:9]([CH3:12])([CH3:11])[CH3:10])=[O:7])=[CH:4][C:3]=1[CH3:15].BrN1C(=O)CCC1=O.[CH:24]1[CH:29]=[CH:28][C:27]([CH2:30][CH2:31][NH2:32])=[CH:26][CH:25]=1, predict the reaction product. (3) Given the reactants [CH2:1]([N:3]1[C:7]([C:8]([O:10][CH3:11])=[O:9])=[C:6]([N+:12]([O-])=O)[CH:5]=[N:4]1)[CH3:2], predict the reaction product. The product is: [NH2:12][C:6]1[CH:5]=[N:4][N:3]([CH2:1][CH3:2])[C:7]=1[C:8]([O:10][CH3:11])=[O:9]. (4) The product is: [Br:1][C:2]1[C:11]([O:12][C@H:32]2[CH2:33][CH2:34][C@H:29]([C:25]([CH3:28])([CH3:27])[CH3:26])[CH2:30][CH2:31]2)=[CH:10][CH:9]=[C:8]2[C:3]=1[CH:4]=[CH:5][C:6]([C@:13]1([CH3:19])[CH2:17][O:16][C:15](=[O:18])[NH:14]1)=[CH:7]2. Given the reactants [Br:1][C:2]1[C:11]([OH:12])=[CH:10][CH:9]=[C:8]2[C:3]=1[CH:4]=[CH:5][C:6]([C@:13]1([CH3:19])[CH2:17][O:16][C:15](=[O:18])[NH:14]1)=[CH:7]2.O1CCCC1.[C:25]([C@H:29]1[CH2:34][CH2:33][C@H:32](O)[CH2:31][CH2:30]1)([CH3:28])([CH3:27])[CH3:26].C1(P(C2C=CC=CC=2)C2C=CC=CC=2)C=CC=CC=1.N(C(OC(C)C)=O)=NC(OC(C)C)=O, predict the reaction product. (5) Given the reactants Cl[C:2]1[C:11]([Cl:12])=[N:10][C:9]2[C:4](=[CH:5][CH:6]=[C:7]([C:13]#[N:14])[CH:8]=2)[N:3]=1.[N:15]1([C:21]([O:23][C:24]([CH3:27])([CH3:26])[CH3:25])=[O:22])[CH2:20][CH2:19][NH:18][CH2:17][CH2:16]1.O, predict the reaction product. The product is: [Cl:12][C:11]1[C:2]([N:18]2[CH2:17][CH2:16][N:15]([C:21]([O:23][C:24]([CH3:27])([CH3:26])[CH3:25])=[O:22])[CH2:20][CH2:19]2)=[N:3][C:4]2[C:9]([N:10]=1)=[CH:8][C:7]([C:13]#[N:14])=[CH:6][CH:5]=2. (6) Given the reactants [F:1][C:2]1[CH:3]=[C:4]([C:12](=O)[CH2:13][C:14](=O)[C:15]([F:18])([F:17])[F:16])[CH:5]=[CH:6][C:7]=1[C:8]([F:11])([F:10])[F:9].[NH2:21][C:22]1[C:26]([C:27]2[CH:32]=[CH:31][N:30]=[CH:29][CH:28]=2)=[CH:25][NH:24][N:23]=1, predict the reaction product. The product is: [F:1][C:2]1[CH:3]=[C:4]([C:12]2[CH:13]=[C:14]([C:15]([F:18])([F:17])[F:16])[N:23]3[N:24]=[CH:25][C:26]([C:27]4[CH:32]=[CH:31][N:30]=[CH:29][CH:28]=4)=[C:22]3[N:21]=2)[CH:5]=[CH:6][C:7]=1[C:8]([F:11])([F:10])[F:9]. (7) Given the reactants [Br:1][C:2]1[CH:3]=[C:4]([NH:10][C:11]2[N:16]=[CH:15][C:14]([O:17][CH:18]3[CH2:21][N:20](C(OC(C)(C)C)=O)[CH2:19]3)=[CH:13][CH:12]=2)[C:5](=[O:9])[N:6]([CH3:8])[CH:7]=1.[ClH:29].O1CCOCC1, predict the reaction product. The product is: [ClH:29].[NH:20]1[CH2:21][CH:18]([O:17][C:14]2[CH:13]=[CH:12][C:11]([NH:10][C:4]3[C:5](=[O:9])[N:6]([CH3:8])[CH:7]=[C:2]([Br:1])[CH:3]=3)=[N:16][CH:15]=2)[CH2:19]1.